Dataset: Forward reaction prediction with 1.9M reactions from USPTO patents (1976-2016). Task: Predict the product of the given reaction. Given the reactants [OH:1][CH:2]1[CH2:5][N:4]([C:6]2[S:7][CH:8]=[C:9]([CH2:11][N:12]3[C:16](=[O:17])[CH2:15][CH2:14][C:13]3=[O:18])[N:10]=2)[CH2:3]1.[CH3:19][S:20](Cl)(=[O:22])=[O:21].C(N(CC)CC)C, predict the reaction product. The product is: [CH3:19][S:20]([O:1][CH:2]1[CH2:5][N:4]([C:6]2[S:7][CH:8]=[C:9]([CH2:11][N:12]3[C:16](=[O:17])[CH2:15][CH2:14][C:13]3=[O:18])[N:10]=2)[CH2:3]1)(=[O:22])=[O:21].